From a dataset of Full USPTO retrosynthesis dataset with 1.9M reactions from patents (1976-2016). Predict the reactants needed to synthesize the given product. (1) Given the product [N:15]1[C:14]2[C:5](=[CH:10][CH:11]=[CH:12][C:13]=2[P:20]([C:7]2[CH:8]=[CH:9][CH:10]=[C:11]3[C:16]=2[N:15]=[CH:14][CH:13]=[CH:12]3)[N:17]([CH3:19])[CH3:18])[CH:4]=[CH:3][CH:2]=1, predict the reactants needed to synthesize it. The reactants are: [Li+].[CH3:2][CH2:3][CH2:4][CH2-:5].Br[C:7]1[CH:8]=[CH:9][CH:10]=[C:11]2[C:16]=1[N:15]=[CH:14][CH:13]=[CH:12]2.[N:17]([P:20](Cl)Cl)([CH3:19])[CH3:18]. (2) Given the product [ClH:19].[F:1][C:2]1[CH:7]=[C:6]([O:8][CH3:9])[CH:5]=[CH:4][C:3]=1[C:10]([OH:14])([CH3:13])[CH2:11][NH2:12], predict the reactants needed to synthesize it. The reactants are: [F:1][C:2]1[CH:7]=[C:6]([O:8][CH3:9])[CH:5]=[CH:4][C:3]=1[C:10]([O:14][Si](C)(C)C)([CH3:13])[C:11]#[N:12].[ClH:19]. (3) The reactants are: [Cl:1][C:2]1[CH:3]=[C:4]([N:27]2[C:32](=[O:33])[NH:31][C:30](=[O:34])[CH:29]=[N:28]2)[CH:5]=[C:6]([CH3:26])[C:7]=1[O:8][C:9]1[CH:14]=[CH:13][C:12]([O:15]C)=[C:11]([C:17](=[O:25])[C:18]2[CH:23]=[CH:22][C:21]([F:24])=[CH:20][CH:19]=2)[CH:10]=1.B(Cl)(Cl)Cl. Given the product [Cl:1][C:2]1[CH:3]=[C:4]([N:27]2[C:32](=[O:33])[NH:31][C:30](=[O:34])[CH:29]=[N:28]2)[CH:5]=[C:6]([CH3:26])[C:7]=1[O:8][C:9]1[CH:14]=[CH:13][C:12]([OH:15])=[C:11]([C:17](=[O:25])[C:18]2[CH:19]=[CH:20][C:21]([F:24])=[CH:22][CH:23]=2)[CH:10]=1, predict the reactants needed to synthesize it. (4) Given the product [I:8][C:5]1[CH:4]=[C:3]2[C:2](=[CH:7][CH:6]=1)[N:1]=[N:13][CH:10]=[C:9]2[OH:11], predict the reactants needed to synthesize it. The reactants are: [NH2:1][C:2]1[CH:7]=[CH:6][C:5]([I:8])=[CH:4][C:3]=1[C:9](=[O:11])[CH3:10].Cl.[N:13]([O-])=O.[Na+]. (5) Given the product [F:16][C:17]([F:24])([F:23])[C:18]([N:1]1[CH2:8][CH2:7][CH2:6][C@H:2]1[C:3]([OH:5])=[O:4])=[O:19], predict the reactants needed to synthesize it. The reactants are: [NH:1]1[CH2:8][CH2:7][CH2:6][C@H:2]1[C:3]([OH:5])=[O:4].CN1CCOCC1.[F:16][C:17]([F:24])([F:23])[C:18](SCC)=[O:19].C(S)C.